This data is from Blood-brain barrier permeability regression values from the B3DB database. The task is: Regression/Classification. Given a drug SMILES string, predict its absorption, distribution, metabolism, or excretion properties. Task type varies by dataset: regression for continuous measurements (e.g., permeability, clearance, half-life) or binary classification for categorical outcomes (e.g., BBB penetration, CYP inhibition). For this dataset (b3db_regression), we predict Y. (1) The molecule is C1CCN(CC1)CCCOC2=CC=C(C=C2)N3CCN(CC3=O)C(=O)C4=CC=C(C=C4)F. The Y is -0.460 log(BB ratio). (2) The molecule is CC1=C(C=C(C=C1)C(=O)NC2CC2)C3=CC=C(C=C3)C(=O)NCC4CC4. The Y is -0.520 log(BB ratio).